Dataset: Full USPTO retrosynthesis dataset with 1.9M reactions from patents (1976-2016). Task: Predict the reactants needed to synthesize the given product. (1) Given the product [OH:2][C:1]1[CH:9]=[C:8]([C:21]2([C:30]3[CH:31]=[C:32]([OH:34])[C:3]([OH:4])=[C:1]([OH:2])[CH:9]=3)[C:20]3[CH:19]=[CH:18][CH:17]=[CH:16][C:15]=3[C:14]3[C:22]2=[CH:10][CH:11]=[CH:12][CH:13]=3)[CH:7]=[C:5]([OH:6])[C:3]=1[OH:4], predict the reactants needed to synthesize it. The reactants are: [C:1]1([CH:9]=[CH:8][CH:7]=[C:5]([OH:6])[C:3]=1[OH:4])[OH:2].[CH:10]1[C:22]2[C:21](=O)[C:20]3[C:15](=[CH:16][CH:17]=[CH:18][CH:19]=3)[C:14]=2[CH:13]=[CH:12][CH:11]=1.S(=O)(=O)(O)O.S[CH2:30][CH2:31][C:32]([OH:34])=O. (2) Given the product [NH2:10][C:11]1[CH:12]=[CH:13][C:14]([C:17]2[C:18]([F:27])=[C:19]([F:26])[C:20]([CH2:1][CH2:2][CH2:3][CH2:4][CH2:5][CH2:6][CH2:7][CH3:8])=[C:21]([F:24])[C:22]=2[F:23])=[CH:15][CH:16]=1, predict the reactants needed to synthesize it. The reactants are: [CH2:1]([Li])[CH2:2][CH2:3][CH2:4][CH2:5][CH2:6][CH2:7][CH3:8].[NH2:10][C:11]1[CH:16]=[CH:15][C:14]([C:17]2[C:22]([F:23])=[C:21]([F:24])[C:20](F)=[C:19]([F:26])[C:18]=2[F:27])=[CH:13][CH:12]=1.Cl. (3) Given the product [Cl:19][CH2:18][CH2:17][CH2:16][N:8]1[C:9]2[C:4](=[CH:3][C:2]([CH3:1])=[CH:11][CH:10]=2)[CH2:5][CH2:6][C:7]1=[O:12], predict the reactants needed to synthesize it. The reactants are: [CH3:1][C:2]1[CH:3]=[C:4]2[C:9](=[CH:10][CH:11]=1)[NH:8][C:7](=[O:12])[CH2:6][CH2:5]2.[H-].[Na+].Br[CH2:16][CH2:17][CH2:18][Cl:19]. (4) Given the product [C:1]([O:5][C:6](=[O:37])[N:7]([C:8]1[CH:9]=[CH:10][C:11]([O:14][C:15]2[C:24]3[C:19](=[CH:20][C:21]([O:25][CH3:26])=[CH:22][CH:23]=3)[CH:18]=[CH:17][C:16]=2[C:27]2[CH:28]=[CH:29][C:30]([S:33]([CH3:36])(=[O:34])=[O:35])=[CH:31][CH:32]=2)=[CH:12][CH:13]=1)[CH2:47][CH2:49][N:50]1[CH2:53][CH2:42][CH2:41][CH2:40][CH2:51]1)([CH3:3])([CH3:4])[CH3:2], predict the reactants needed to synthesize it. The reactants are: [C:1]([O:5][C:6](=[O:37])[NH:7][C:8]1[CH:13]=[CH:12][C:11]([O:14][C:15]2[C:24]3[C:19](=[CH:20][C:21]([O:25][CH3:26])=[CH:22][CH:23]=3)[CH:18]=[CH:17][C:16]=2[C:27]2[CH:32]=[CH:31][C:30]([S:33]([CH3:36])(=[O:35])=[O:34])=[CH:29][CH:28]=2)=[CH:10][CH:9]=1)([CH3:4])([CH3:3])[CH3:2].[H-].[Na+].[CH3:40][C:41](C)([O-])[CH3:42].[K+].Cl[CH2:47]Cl.[CH3:49][N:50]([CH3:53])[CH:51]=O. (5) Given the product [CH2:15]([C:13]1[N:14]=[C:3]2[C:2]([N:35]([CH2:34][C:33]3[CH:32]=[CH:31][C:30]([O:29][CH3:28])=[CH:46][CH:45]=3)[CH2:36][C:37]3[CH:38]=[CH:39][C:40]([O:43][CH3:44])=[CH:41][CH:42]=3)=[N:11][C:10]3[C:5](=[CH:6][CH:7]=[CH:8][CH:9]=3)[N:4]2[CH:12]=1)[CH:16]([CH3:18])[CH3:17], predict the reactants needed to synthesize it. The reactants are: Cl[C:2]1[C:3]2[N:4]([CH:12]=[C:13]([CH2:15][CH:16]([CH3:18])[CH3:17])[N:14]=2)[C:5]2[C:10]([N:11]=1)=[CH:9][CH:8]=[CH:7][CH:6]=2.C(N(CC)C(C)C)(C)C.[CH3:28][O:29][C:30]1[CH:46]=[CH:45][C:33]([CH2:34][NH:35][CH2:36][C:37]2[CH:42]=[CH:41][C:40]([O:43][CH3:44])=[CH:39][CH:38]=2)=[CH:32][CH:31]=1.O. (6) Given the product [NH2:30][C@H:26]([CH2:25][CH2:24][OH:23])[C:27]([NH:13][C:12]1[CH:11]=[CH:10][C:9]([CH2:1][CH2:2][CH2:3][CH2:4][CH2:5][CH2:6][CH2:7][CH3:8])=[CH:15][CH:14]=1)=[O:28], predict the reactants needed to synthesize it. The reactants are: [CH2:1]([C:9]1[CH:15]=[CH:14][C:12]([NH2:13])=[CH:11][CH:10]=1)[CH2:2][CH2:3][CH2:4][CH2:5][CH2:6][CH2:7][CH3:8].C([O:23][CH2:24][CH2:25][C@@H:26]([NH:30]C(OC(C)(C)C)=O)[C:27](O)=[O:28])C1C=CC=CC=1. (7) Given the product [Br:1][C:2]1[S:6][C:5]2[C:7](=[O:9])[NH:8][C:11]([C@@H:13]3[CH2:17][CH:16]([N:18]4[CH2:23][CH2:22][CH2:21][CH2:20][CH2:19]4)[CH2:15][N:14]3[C:24]([O:26][C:27]([CH3:30])([CH3:29])[CH3:28])=[O:25])=[N:10][C:4]=2[CH:3]=1, predict the reactants needed to synthesize it. The reactants are: [Br:1][C:2]1[S:6][C:5]([C:7](=[O:9])[NH2:8])=[C:4]([NH:10][C:11]([C@@H:13]2[CH2:17][CH:16]([N:18]3[CH2:23][CH2:22][CH2:21][CH2:20][CH2:19]3)[CH2:15][N:14]2[C:24]([O:26][C:27]([CH3:30])([CH3:29])[CH3:28])=[O:25])=O)[CH:3]=1.[OH-].[Na+].Cl. (8) Given the product [Br:6][C:5]1[N:12]2[CH:13]=[CH:14][N:10]=[C:11]2[CH:16]=[C:15]([CH3:17])[CH:4]=1, predict the reactants needed to synthesize it. The reactants are: C(O[CH:4](OCC)[CH2:5][Br:6])C.[NH2:10][C:11]1[CH:16]=[C:15]([CH3:17])[CH:14]=[C:13](Br)[N:12]=1.C(OCC)(=O)C. (9) Given the product [CH3:1][S:2]([C:5]1[CH:6]=[C:7]2[C:11](=[CH:12][CH:13]=1)[NH:10][C:9](=[O:14])/[C:8]/2=[CH:15]\[C:17]1[NH:21][C:20]2[CH2:22][CH2:23][CH2:24][CH2:25][CH2:26][C:19]=2[C:18]=1[CH2:27][CH2:28][C:29]([OH:31])=[O:30])(=[O:4])=[O:3], predict the reactants needed to synthesize it. The reactants are: [CH3:1][S:2]([C:5]1[CH:6]=[C:7]2[C:11](=[CH:12][CH:13]=1)[NH:10][C:9](=[O:14])[CH2:8]2)(=[O:4])=[O:3].[CH:15]([C:17]1[NH:21][C:20]2[CH2:22][CH2:23][CH2:24][CH2:25][CH2:26][C:19]=2[C:18]=1[CH2:27][CH2:28][C:29]([OH:31])=[O:30])=O.N1CCCCC1.